From a dataset of Forward reaction prediction with 1.9M reactions from USPTO patents (1976-2016). Predict the product of the given reaction. (1) Given the reactants [NH2:1][C:2](=[O:47])[CH2:3][C:4]1[CH:9]=[CH:8][CH:7]=[CH:6][C:5]=1[C:10]#[C:11][C:12]1[C:17]([C:18]([F:21])([F:20])[F:19])=[CH:16][N:15]=[C:14]([NH:22][C:23]2[CH:28]=[CH:27][C:26]([CH:29]3[CH2:34][CH2:33][N:32]([C:35]([O:37][C:38]([CH3:41])([CH3:40])[CH3:39])=[O:36])[CH2:31][CH2:30]3)=[CH:25][C:24]=2[O:42][C:43]([F:46])([F:45])[F:44])[N:13]=1, predict the reaction product. The product is: [NH2:1][C:2](=[O:47])[CH2:3][C:4]1[CH:9]=[CH:8][CH:7]=[CH:6][C:5]=1[CH2:10][CH2:11][C:12]1[C:17]([C:18]([F:19])([F:21])[F:20])=[CH:16][N:15]=[C:14]([NH:22][C:23]2[CH:28]=[CH:27][C:26]([CH:29]3[CH2:30][CH2:31][N:32]([C:35]([O:37][C:38]([CH3:41])([CH3:40])[CH3:39])=[O:36])[CH2:33][CH2:34]3)=[CH:25][C:24]=2[O:42][C:43]([F:46])([F:45])[F:44])[N:13]=1. (2) Given the reactants [OH-].[Na+].[CH3:3][O:4][C:5]1[CH:22]=[CH:21][C:8]([CH2:9][O:10][C:11]2[CH:12]=[CH:13][CH:14]=[C:15]3[C:19]=2[C:18](=[O:20])[CH2:17][CH2:16]3)=[CH:7][CH:6]=1.[CH:23](=O)[C:24]1[CH:29]=[CH:28][CH:27]=[CH:26][CH:25]=1, predict the reaction product. The product is: [CH:23](=[C:17]1[CH2:16][C:15]2[C:19](=[C:11]([O:10][CH2:9][C:8]3[CH:7]=[CH:6][C:5]([O:4][CH3:3])=[CH:22][CH:21]=3)[CH:12]=[CH:13][CH:14]=2)[C:18]1=[O:20])[C:24]1[CH:29]=[CH:28][CH:27]=[CH:26][CH:25]=1.